This data is from Full USPTO retrosynthesis dataset with 1.9M reactions from patents (1976-2016). The task is: Predict the reactants needed to synthesize the given product. (1) Given the product [OH:1][C@H:2]1[CH2:3][CH2:4][C@H:5]([N:8]2[CH2:12][CH2:11][C:10]3([CH2:17][CH2:16][NH:15][CH2:14][CH2:13]3)[C:9]2=[O:28])[CH2:6][CH2:7]1, predict the reactants needed to synthesize it. The reactants are: [OH:1][C@H:2]1[CH2:7][CH2:6][C@H:5]([N:8]2[CH2:12][CH2:11][C:10]3([CH2:17][CH2:16][N:15](C(OCC4C=CC=CC=4)=O)[CH2:14][CH2:13]3)[C:9]2=[O:28])[CH2:4][CH2:3]1. (2) Given the product [CH3:15][O:14][C:11]1[C:12](=[O:13])[C:7]([C:5]2[N:38]([C:34]3[CH:35]=[CH:36][CH:37]=[C:32]([C:31]([F:40])([F:41])[F:30])[CH:33]=3)[N:39]=[CH:3][CH:4]=2)=[N:8][N:9]([C:16]2[CH:21]=[CH:20][C:19]([N:22]3[CH:26]=[CH:25][CH:24]=[N:23]3)=[CH:18][C:17]=2[O:27][CH3:28])[CH:10]=1, predict the reactants needed to synthesize it. The reactants are: CN(C)[CH:3]=[CH:4][C:5]([C:7]1[C:12](=[O:13])[C:11]([O:14][CH3:15])=[CH:10][N:9]([C:16]2[CH:21]=[CH:20][C:19]([N:22]3[CH:26]=[CH:25][CH:24]=[N:23]3)=[CH:18][C:17]=2[O:27][CH3:28])[N:8]=1)=O.[F:30][C:31]([F:41])([F:40])[C:32]1[CH:33]=[C:34]([NH:38][NH2:39])[CH:35]=[CH:36][CH:37]=1.FC(F)(F)C(O)=O. (3) Given the product [Br:11][C:6]1[C:5]2[S:1][CH:2]=[N:3][C:4]=2[CH:9]=[CH:8][C:7]=1[NH2:10], predict the reactants needed to synthesize it. The reactants are: [S:1]1[C:5]2[CH:6]=[C:7]([NH2:10])[CH:8]=[CH:9][C:4]=2[N:3]=[CH:2]1.[Br:11]Br.